From a dataset of Forward reaction prediction with 1.9M reactions from USPTO patents (1976-2016). Predict the product of the given reaction. (1) Given the reactants [Cl:1][CH2:2][CH2:3][C:4]([NH:6][CH:7]1[CH2:13][CH:12]2[N:14]([C:15]3[C:24]4[C:19](=[CH:20][CH:21]=[CH:22][CH:23]=4)[C:18]([C:25]#[N:26])=[CH:17][CH:16]=3)[CH:9]([CH2:10][CH2:11]2)[CH2:8]1)=[O:5].[CH2:27]([N:29]1[CH2:34][CH2:33][NH:32][CH2:31][CH2:30]1)[CH3:28].C(=O)([O-])[O-].[K+].[K+], predict the reaction product. The product is: [ClH:1].[ClH:1].[C:25]([C:18]1[C:19]2[C:24](=[CH:23][CH:22]=[CH:21][CH:20]=2)[C:15]([N:14]2[CH:12]3[CH2:11][CH2:10][CH:9]2[CH2:8][CH:7]([NH:6][C:4](=[O:5])[CH2:3][CH2:2][N:32]2[CH2:33][CH2:34][N:29]([CH2:27][CH3:28])[CH2:30][CH2:31]2)[CH2:13]3)=[CH:16][CH:17]=1)#[N:26]. (2) Given the reactants Cl.[Cl:2][C:3]1[CH:8]=[CH:7][C:6]([C:9]([CH:11]2[CH2:16][CH2:15][NH:14][CH2:13][CH2:12]2)=[O:10])=[CH:5][CH:4]=1.C(N(CC)CC)C.[S:24]1[CH:28]=[CH:27][CH:26]=[C:25]1[S:29](Cl)(=[O:31])=[O:30], predict the reaction product. The product is: [S:24]1[CH:28]=[CH:27][CH:26]=[C:25]1[S:29]([N:14]1[CH2:15][CH2:16][CH:11]([C:9](=[O:10])[C:6]2[CH:7]=[CH:8][C:3]([Cl:2])=[CH:4][CH:5]=2)[CH2:12][CH2:13]1)(=[O:31])=[O:30].